Dataset: Reaction yield outcomes from USPTO patents with 853,638 reactions. Task: Predict the reaction yield, written as a fraction of the theoretical maximum amount of product (1.0 means a 100% yield; for example, 0.34 means a 34% yield). (1) The reactants are [CH:1]1([C:7]([OH:9])=[O:8])[CH2:6][CH2:5][CH:4]=[CH:3][CH2:2]1.[I-:10].[K+].C(=O)([O-])O.[Na+].II. The catalyst is C(Cl)Cl.O. The product is [I:10][CH:4]1[CH:5]2[CH2:6][CH:1]([C:7](=[O:9])[O:8]2)[CH2:2][CH2:3]1. The yield is 0.950. (2) The reactants are [CH3:1][N:2]1[CH:6]=[CH:5][N:4]=[C:3]1[CH:7]=[O:8].[Br:9]N1C(=O)CCC1=O.O. The catalyst is CN(C=O)C. The product is [Br:9][C:5]1[N:4]=[C:3]([CH:7]=[O:8])[N:2]([CH3:1])[CH:6]=1. The yield is 0.400.